This data is from TCR-epitope binding with 47,182 pairs between 192 epitopes and 23,139 TCRs. The task is: Binary Classification. Given a T-cell receptor sequence (or CDR3 region) and an epitope sequence, predict whether binding occurs between them. The TCR CDR3 sequence is CSVAGLPSYEQYF. Result: 0 (the TCR does not bind to the epitope). The epitope is NEGVKAAW.